Dataset: Forward reaction prediction with 1.9M reactions from USPTO patents (1976-2016). Task: Predict the product of the given reaction. (1) Given the reactants [CH3:1][O:2][C:3](=[O:19])[CH2:4][NH:5][CH2:6][C:7](=[O:18])[C:8]1[CH:13]=[CH:12][CH:11]=[C:10]([N+:14]([O-])=O)[C:9]=1[OH:17].[H][H], predict the reaction product. The product is: [CH3:1][O:2][C:3](=[O:19])[CH2:4][NH:5][CH2:6][C:7](=[O:18])[C:8]1[CH:13]=[CH:12][CH:11]=[C:10]([NH2:14])[C:9]=1[OH:17]. (2) Given the reactants [O:1]=[C:2]1[NH:10][C:5]2=[N:6][CH:7]=[CH:8][CH:9]=[C:4]2[C:3]21[CH2:14][C:13]1[CH:15]=[C:16]([C:19]([O:21]C)=[O:20])[CH:17]=[CH:18][C:12]=1[O:11]2.[OH-].[Na+].Cl, predict the reaction product. The product is: [O:1]=[C:2]1[NH:10][C:5]2=[N:6][CH:7]=[CH:8][CH:9]=[C:4]2[C:3]21[CH2:14][C:13]1[CH:15]=[C:16]([C:19]([OH:21])=[O:20])[CH:17]=[CH:18][C:12]=1[O:11]2. (3) Given the reactants [Br:1][C:2]1[C:7]([OH:8])=[C:6]([O:9][CH3:10])[C:5]([O:11][CH:12]([F:14])[F:13])=[CH:4][CH:3]=1.C(=O)([O-])[O-].[K+].[K+].Br[CH2:22][C:23]1[CH:28]=[CH:27][C:26]([S:29]([NH2:32])(=[O:31])=[O:30])=[CH:25][CH:24]=1, predict the reaction product. The product is: [Br:1][C:2]1[C:7]([O:8][CH2:22][C:23]2[CH:24]=[CH:25][C:26]([S:29]([NH2:32])(=[O:31])=[O:30])=[CH:27][CH:28]=2)=[C:6]([O:9][CH3:10])[C:5]([O:11][CH:12]([F:13])[F:14])=[CH:4][CH:3]=1. (4) The product is: [C:1]([C:4]1[C:5]([NH:13][C:14]2[CH:19]=[CH:18][C:17]([N:20]3[CH2:25][CH2:24][N:23]([C:26]([O:28][C:29]([CH3:32])([CH3:31])[CH3:30])=[O:27])[CH2:22][CH2:21]3)=[CH:16][C:15]=2[F:33])=[N:6][C:7]([S:11][CH3:12])=[N:8][C:9]=1[NH:35][NH2:36])(=[O:3])[NH2:2]. Given the reactants [C:1]([C:4]1[C:5]([NH:13][C:14]2[CH:19]=[CH:18][C:17]([N:20]3[CH2:25][CH2:24][N:23]([C:26]([O:28][C:29]([CH3:32])([CH3:31])[CH3:30])=[O:27])[CH2:22][CH2:21]3)=[CH:16][C:15]=2[F:33])=[N:6][C:7]([S:11][CH3:12])=[N:8][C:9]=1Cl)(=[O:3])[NH2:2].O.[NH2:35][NH2:36], predict the reaction product. (5) Given the reactants N[C:2]1C=C(C=C(N)C=1)C#N.FC(F)(F)C1C=C(N)C=C(N)C=1.[Cl:23][C:24]1[N:33]=[C:32]([N:34]2[CH2:38][CH2:37][C@H:36]([NH:39][C:40](=O)[CH3:41])[CH2:35]2)[C:31]2[C:26](=[CH:27][C:28](C(F)(F)F)=[CH:29][CH:30]=2)[N:25]=1, predict the reaction product. The product is: [Cl:23][C:24]1[N:33]=[C:32]([N:34]2[CH2:38][CH2:37][C@H:36]([NH:39][CH2:40][CH3:41])[CH2:35]2)[C:31]2[C:26](=[C:27]([CH3:2])[CH:28]=[CH:29][CH:30]=2)[N:25]=1. (6) The product is: [CH3:40][O:39][C:37]1[C:36]([O:41][CH2:42][CH2:43][CH2:44][O:45][C:46]2[C:47]([O:71][CH3:72])=[CH:48][C:49]3[C:55](=[O:56])[N:54]4[CH:57]=[C:58]([CH3:60])[CH2:59][C@H:53]4[C:52](=[O:61])[N:51]([CH2:62][O:63][CH2:64][CH2:65][Si:66]([CH3:68])([CH3:67])[CH3:69])[C:50]=3[CH:70]=2)=[CH:35][C:23]2[N:24]([CH2:27][O:28][CH2:29][CH2:30][Si:31]([CH3:32])([CH3:34])[CH3:33])[C:25](=[O:26])[C@@H:19]3[CH2:18][C:17](/[CH:16]=[CH:15]/[CH2:14][NH:13][C:98](=[O:99])[C@@H:97]([NH:96][C:94](=[O:95])[C@H:93]([NH:92][C:90](=[O:91])[O:89][CH2:88][CH:86]4[C:87]5[CH:75]=[CH:76][CH:77]=[CH:78][C:79]=5[C:80]5[C:85]4=[CH:84][CH:83]=[CH:82][CH:81]=5)[CH:102]([CH3:104])[CH3:103])[CH3:101])=[CH:74][N:20]3[C:21](=[O:73])[C:22]=2[CH:38]=1. Given the reactants Cl.C(N=C=NCCCN(C)C)C.[NH2:13][CH2:14]/[CH:15]=[CH:16]/[C:17]1[CH2:18][C@H:19]2[C:25](=[O:26])[N:24]([CH2:27][O:28][CH2:29][CH2:30][Si:31]([CH3:34])([CH3:33])[CH3:32])[C:23]3[CH:35]=[C:36]([O:41][CH2:42][CH2:43][CH2:44][O:45][C:46]4[C:47]([O:71][CH3:72])=[CH:48][C:49]5[C:55](=[O:56])[N:54]6[CH:57]=[C:58]([CH3:60])[CH2:59][C@H:53]6[C:52](=[O:61])[N:51]([CH2:62][O:63][CH2:64][CH2:65][Si:66]([CH3:69])([CH3:68])[CH3:67])[C:50]=5[CH:70]=4)[C:37]([O:39][CH3:40])=[CH:38][C:22]=3[C:21](=[O:73])[N:20]2[CH:74]=1.[CH:75]1[C:87]2[CH:86]([CH2:88][O:89][C:90]([NH:92][C@@H:93]([CH:102]([CH3:104])[CH3:103])[C:94]([NH:96][C@@H:97]([CH3:101])[C:98](O)=[O:99])=[O:95])=[O:91])[C:85]3[C:80](=[CH:81][CH:82]=[CH:83][CH:84]=3)[C:79]=2[CH:78]=[CH:77][CH:76]=1, predict the reaction product.